From a dataset of Drug-target binding data from BindingDB using Ki measurements. Regression. Given a target protein amino acid sequence and a drug SMILES string, predict the binding affinity score between them. We predict pKi (pKi = -log10(Ki in M); higher means stronger inhibition). Dataset: bindingdb_ki. (1) The small molecule is CN[C@@H](C)C(=O)N[C@H](C(=O)N1CCC[C@H]1c1nc2c(-c3cccc(Cl)c3)cccc2s1)C1CCCCC1. The target protein (P98170) has sequence MTFNSFEGSKTCVPADINKEEEFVEEFNRLKTFANFPSGSPVSASTLARAGFLYTGEGDTVRCFSCHAAVDRWQYGDSAVGRHRKVSPNCRFINGFYLENSATQSTNSGIQNGQYKVENYLGSRDHFALDRPSETHADYLLRTGQVVDISDTIYPRNPAMYSEEARLKSFQNWPDYAHLTPRELASAGLYYTGIGDQVQCFCCGGKLKNWEPCDRAWSEHRRHFPNCFFVLGRNLNIRSESDAVSSDRNFPNSTNLPRNPSMADYEARIFTFGTWIYSVNKEQLARAGFYALGEGDKVKCFHCGGGLTDWKPSEDPWEQHAKWYPGCKYLLEQKGQEYINNIHLTHSLEECLVRTTEKTPSLTRRIDDTIFQNPMVQEAIRMGFSFKDIKKIMEEKIQISGSNYKSLEVLVADLVNAQKDSMQDESSQTSLQKEISTEEQLRRLQEEKLCKICMDRNIAIVFVPCGHLVTCKQCAEAVDKCPMCYTVITFKQKIFMS. The pKi is 4.3. (2) The compound is COc1ccc(-n2c(-c3nonc3N)nc3ccccc32)cc1. The target protein (P23443) has sequence MRRRRRRDGFYPAPDFRDREAEDMAGVFDIDLDQPEDAGSEDELEEGGQLNESMDHGGVGPYELGMEHCEKFEISETSVNRGPEKIRPECFELLRVLGKGGYGKVFQVRKVTGANTGKIFAMKVLKKAMIVRNAKDTAHTKAERNILEEVKHPFIVDLIYAFQTGGKLYLILEYLSGGELFMQLEREGIFMEDTACFYLAEISMALGHLHQKGIIYRDLKPENIMLNHQGHVKLTDFGLCKESIHDGTVTHTFCGTIEYMAPEILMRSGHNRAVDWWSLGALMYDMLTGAPPFTGENRKKTIDKILKCKLNLPPYLTQEARDLLKKLLKRNAASRLGAGPGDAGEVQAHPFFRHINWEELLARKVEPPFKPLLQSEEDVSQFDSKFTRQTPVDSPDDSTLSESANQVFLGFTYVAPSVLESVKEKFSFEPKIRSPRRFIGSPRTPVSPVKFSPGDFWGRGASASTANPQTPVEYPMETSGIEQMDVTMSGEASAPLPIRQ.... The pKi is 6.3. (3) The compound is O=C(O)c1cc2cc(CO)ccc2oc1=O. The target protein (Q9Y2D0) has sequence MVVMNSLRVILQASPGKLLWRKFQIPRFMPARPCSLYTCTYKTRNRALHPLWESVDLVPGGDRQSPINIRWRDSVYDPGLKPLTISYDPATCLHVWNNGYSFLVEFEDSTDKSVIKGGPLEHNYRLKQFHFHWGAIDAWGSEHTVDSKCFPAELHLVHWNAVRFENFEDAALEENGLAVIGVFLKLGKHHKELQKLVDTLPSIKHKDALVEFGSFDPSCLMPTCPDYWTYSGSLTTPPLSESVTWIIKKQPVEVDHDQLEQFRTLLFTSEGEKEKRMVDNFRPLQPLMNRTVRSSFRHDYVLNVQAKPKPATSQATP. The pKi is 5.0.